Predict which catalyst facilitates the given reaction. From a dataset of Catalyst prediction with 721,799 reactions and 888 catalyst types from USPTO. (1) Reactant: [OH-].[Na+].C1COCC1.[Cl:8][C:9]1[CH:14]=[CH:13][C:12]([C:15]2[CH:16]=[CH:17][C:18]([C:21]([NH:23][CH2:24][CH2:25][C:26]([O:28]CC)=[O:27])=[O:22])=[N:19][CH:20]=2)=[C:11]([CH2:31][NH:32][C:33]2[CH:38]=[CH:37][C:36]([C:39]3[CH:44]=[CH:43][C:42]([Cl:45])=[CH:41][CH:40]=3)=[CH:35][CH:34]=2)[CH:10]=1. Product: [Cl:8][C:9]1[CH:14]=[CH:13][C:12]([C:15]2[CH:16]=[CH:17][C:18]([C:21]([NH:23][CH2:24][CH2:25][C:26]([OH:28])=[O:27])=[O:22])=[N:19][CH:20]=2)=[C:11]([CH2:31][NH:32][C:33]2[CH:38]=[CH:37][C:36]([C:39]3[CH:40]=[CH:41][C:42]([Cl:45])=[CH:43][CH:44]=3)=[CH:35][CH:34]=2)[CH:10]=1. The catalyst class is: 5. (2) Reactant: [F:1][C:2]1[CH:7]=[CH:6][C:5]([C:8]2([C:14]([O:16]CC)=[O:15])[CH2:13][CH2:12][O:11][CH2:10][CH2:9]2)=[CH:4][CH:3]=1.[OH-].[K+]. Product: [F:1][C:2]1[CH:7]=[CH:6][C:5]([C:8]2([C:14]([OH:16])=[O:15])[CH2:9][CH2:10][O:11][CH2:12][CH2:13]2)=[CH:4][CH:3]=1. The catalyst class is: 88. (3) Reactant: CN(C(ON1N=NC2C=CC=NC1=2)=[N+](C)C)C.F[P-](F)(F)(F)(F)F.[F:25][C:26]([F:55])([F:54])[C:27]1[N:31]2[N:32]=[C:33]([N:36]3[CH2:41][CH2:40][CH:39]([C:42]4[C:50]5[C:45](=[CH:46][CH:47]=[C:48]([C:51]([OH:53])=O)[CH:49]=5)[NH:44][CH:43]=4)[CH2:38][CH2:37]3)[CH:34]=[CH:35][C:30]2=[N:29][N:28]=1.[CH3:56][NH:57][CH2:58][CH2:59][OH:60].CCN(C(C)C)C(C)C. Product: [OH:60][CH2:59][CH2:58][N:57]([CH3:56])[C:51]([C:48]1[CH:49]=[C:50]2[C:45](=[CH:46][CH:47]=1)[NH:44][CH:43]=[C:42]2[CH:39]1[CH2:38][CH2:37][N:36]([C:33]2[CH:34]=[CH:35][C:30]3[N:31]([C:27]([C:26]([F:25])([F:54])[F:55])=[N:28][N:29]=3)[N:32]=2)[CH2:41][CH2:40]1)=[O:53]. The catalyst class is: 3. (4) Product: [F:1][C:2]1[CH:7]=[CH:6][C:5]([C:8]2[N:9]=[C:10]3[CH:15]=[CH:14][C:13]([N:16]4[CH2:17][CH2:18][N:19]([CH3:22])[CH2:20][CH2:21]4)=[N:12][N:11]3[C:23]=2[CH:34]2[CH:35]=[CH:36][N:31]([C:25]([O:27][CH2:28][CH3:29])=[O:26])[CH:32]=[CH:33]2)=[CH:4][CH:3]=1. The catalyst class is: 4. Reactant: [F:1][C:2]1[CH:7]=[CH:6][C:5]([C:8]2[N:9]=[C:10]3[CH:15]=[CH:14][C:13]([N:16]4[CH2:21][CH2:20][N:19]([CH3:22])[CH2:18][CH2:17]4)=[N:12][N:11]3[CH:23]=2)=[CH:4][CH:3]=1.Cl[C:25]([O:27][CH2:28][CH3:29])=[O:26].O.[N:31]1[CH:36]=[CH:35][CH:34]=[CH:33][CH:32]=1. (5) The catalyst class is: 295. Reactant: [CH3:1][C:2]1[CH:7]=[CH:6][C:5]([O:8][CH3:9])=[CH:4][C:3]=1[CH:10]1OCC[O:11]1. Product: [CH3:1][C:2]1[CH:7]=[CH:6][C:5]([O:8][CH3:9])=[CH:4][C:3]=1[CH:10]=[O:11]. (6) Reactant: [CH3:1][C:2]1[O:6][N:5]=[C:4]([C:7]2[CH:12]=[CH:11][CH:10]=[CH:9][CH:8]=2)[C:3]=1[C:13]1[N:14]=[C:15]2[CH:20]=[C:19]([C:21]#[C:22][Si](C)(C)C)[CH:18]=[CH:17][N:16]2[CH:27]=1.C(=O)([O-])[O-].[K+].[K+]. Product: [C:21]([C:19]1[CH:18]=[CH:17][N:16]2[CH:27]=[C:13]([C:3]3[C:4]([C:7]4[CH:12]=[CH:11][CH:10]=[CH:9][CH:8]=4)=[N:5][O:6][C:2]=3[CH3:1])[N:14]=[C:15]2[CH:20]=1)#[CH:22]. The catalyst class is: 430. (7) Product: [Br:1][C:2]1[C:3]([CH:11]2[O:12][CH2:13][C:14]([CH3:18])([CH3:17])[CH2:15][O:16]2)=[C:4]([O:10][CH2:29][O:30][CH3:31])[C:5]([O:8][CH3:9])=[CH:6][CH:7]=1. Reactant: [Br:1][C:2]1[C:3]([CH:11]2[O:16][CH2:15][C:14]([CH3:18])([CH3:17])[CH2:13][O:12]2)=[C:4]([OH:10])[C:5]([O:8][CH3:9])=[CH:6][CH:7]=1.CCN(C(C)C)C(C)C.Cl[CH2:29][O:30][CH3:31]. The catalyst class is: 2.